This data is from Reaction yield outcomes from USPTO patents with 853,638 reactions. The task is: Predict the reaction yield, written as a fraction of the theoretical maximum amount of product (1.0 means a 100% yield; for example, 0.34 means a 34% yield). The reactants are [O:1]1[CH:6]=[CH:5][CH2:4][CH2:3][CH2:2]1.[C:7]([SiH2:11][O:12][C:13]([CH3:32])([CH3:31])[C:14]1[CH:19]=[CH:18][C:17]([CH:20]([OH:30])[C:21]2[CH:22]=[CH:23][C:24]([F:29])=[C:25]([CH:28]=2)[C:26]#[N:27])=[CH:16][CH:15]=1)([CH3:10])([CH3:9])[CH3:8].[NH+]1C=CC=CC=1.C1(C)C(S([O-])(=O)=O)=CC=CC=1. The catalyst is ClCCl. The product is [C:7]([SiH2:11][O:12][C:13]([CH3:32])([CH3:31])[C:14]1[CH:15]=[CH:16][C:17]([CH:20]([O:30][CH:6]2[CH2:5][CH2:4][CH2:3][CH2:2][O:1]2)[C:21]2[CH:22]=[CH:23][C:24]([F:29])=[C:25]([CH:28]=2)[C:26]#[N:27])=[CH:18][CH:19]=1)([CH3:10])([CH3:8])[CH3:9]. The yield is 0.980.